This data is from Forward reaction prediction with 1.9M reactions from USPTO patents (1976-2016). The task is: Predict the product of the given reaction. (1) Given the reactants [NH:1]1[C:9]2[C:4](=[CH:5][CH:6]=[C:7]([NH:10][C:11]3[C:12]4[CH:30]=[CH:29][N:28](S(C5C=CC(C)=CC=5)(=O)=O)[C:13]=4[N:14]=[C:15]([NH:17][C:18]4[CH:23]=[CH:22][C:21]([S:24]([NH2:27])(=[O:26])=[O:25])=[CH:20][CH:19]=4)[N:16]=3)[CH:8]=2)[CH:3]=[N:2]1.[OH-].[K+], predict the reaction product. The product is: [NH:1]1[C:9]2[C:4](=[CH:5][CH:6]=[C:7]([NH:10][C:11]3[C:12]4[CH:30]=[CH:29][NH:28][C:13]=4[N:14]=[C:15]([NH:17][C:18]4[CH:19]=[CH:20][C:21]([S:24]([NH2:27])(=[O:26])=[O:25])=[CH:22][CH:23]=4)[N:16]=3)[CH:8]=2)[CH:3]=[N:2]1. (2) Given the reactants [CH3:1][O:2][C:3]1[CH:8]=[CH:7][CH:6]=[CH:5][C:4]=1[C:9]1[CH2:14][CH2:13][N:12]([C:15]([O:17][C:18]([CH3:21])([CH3:20])[CH3:19])=[O:16])[CH2:11][CH:10]=1, predict the reaction product. The product is: [CH3:1][O:2][C:3]1[CH:8]=[CH:7][CH:6]=[CH:5][C:4]=1[CH:9]1[CH2:10][CH2:11][N:12]([C:15]([O:17][C:18]([CH3:21])([CH3:20])[CH3:19])=[O:16])[CH2:13][CH2:14]1. (3) Given the reactants [F:1][C:2]([F:19])([F:18])[S:3]([O:6][C:7]1[CH:12]=[CH:11][C:10]([CH2:13][OH:14])=[C:9]([CH:15]([CH3:17])[CH3:16])[CH:8]=1)(=[O:5])=[O:4].ClCl.[C:22](Cl)(=[O:24])[CH3:23].N1C=CC=CC=1, predict the reaction product. The product is: [C:22]([O:14][CH2:13][C:10]1[CH:11]=[CH:12][C:7]([O:6][S:3]([C:2]([F:18])([F:1])[F:19])(=[O:4])=[O:5])=[CH:8][C:9]=1[CH:15]([CH3:17])[CH3:16])(=[O:24])[CH3:23]. (4) Given the reactants C(=O)([O-])[O-].[Cs+].[Cs+].CN(C)C=O.[F:12][C:13]1[CH:18]=[CH:17][C:16]([N:19]2[C@H:22]([C:23]3[CH:28]=[CH:27][C:26]([OH:29])=[CH:25][CH:24]=3)[C@@H:21]([CH2:30][CH2:31][C@@H:32]([C:34]3[CH:39]=[CH:38][C:37]([F:40])=[CH:36][CH:35]=3)[OH:33])[C:20]2=[O:41])=[CH:15][CH:14]=1.Br[CH2:43][C:44]([O:46][C:47]([CH3:50])([CH3:49])[CH3:48])=[O:45], predict the reaction product. The product is: [F:12][C:13]1[CH:14]=[CH:15][C:16]([N:19]2[C:20](=[O:41])[C@H:21]([CH2:30][CH2:31][C@@H:32]([C:34]3[CH:35]=[CH:36][C:37]([F:40])=[CH:38][CH:39]=3)[OH:33])[C@H:22]2[C:23]2[CH:24]=[CH:25][C:26]([O:29][CH2:43][C:44]([O:46][C:47]([CH3:50])([CH3:49])[CH3:48])=[O:45])=[CH:27][CH:28]=2)=[CH:17][CH:18]=1. (5) Given the reactants [CH3:1][C:2]([OH:5])([CH3:4])[CH3:3].CC[C@@H]1[C@@H]2C[C@H]([C@@H](OC3C4C(=CC=CC=4)C(O[C@@H](C4C=CN=C5C=4C=C(OC)C=C5)[C@@H]4N5C[C@H](CC)[C@@H](CC5)C4)=NN=3)C3C=CN=C4C=3C=C([O:27]C)C=C4)N(CC2)C1.[Cl:64][C:65]1[CH:66]=C2[C:72](=[C:73]([O:75][CH:76]([F:78])[F:77])[CH:74]=1)[S:71][CH2:70]CC2=C, predict the reaction product. The product is: [Cl:64][C:65]1[CH:66]=[C:1]2[C:72](=[C:73]([O:75][CH:76]([F:78])[F:77])[CH:74]=1)[S:71][CH2:70][CH2:3][C@:2]2([OH:5])[CH2:4][OH:27].